This data is from Catalyst prediction with 721,799 reactions and 888 catalyst types from USPTO. The task is: Predict which catalyst facilitates the given reaction. (1) Reactant: [N+:1]([C:4]1[CH:5]=[CH:6][C:7]([N:10]2[CH2:15][CH2:14][C:13](=[O:16])[CH2:12][CH2:11]2)=[N:8][CH:9]=1)([O-])=O.C(O)(=O)C. Product: [NH2:1][C:4]1[CH:5]=[CH:6][C:7]([N:10]2[CH2:15][CH2:14][C:13](=[O:16])[CH2:12][CH2:11]2)=[N:8][CH:9]=1. The catalyst class is: 99. (2) Reactant: [NH2:1][C:2]1[NH:3][C:4](=[O:22])[C:5]2[C:10]([CH2:11][CH2:12][C:13]3[CH:21]=[CH:20][C:16]([C:17]([OH:19])=[O:18])=[CH:15][CH:14]=3)=[CH:9][NH:8][C:6]=2[N:7]=1.[OH-].[Na+:24].Cl. Product: [Na+:24].[NH2:1][C:2]1[NH:3][C:4](=[O:22])[C:5]2[C:10]([CH2:11][CH2:12][C:13]3[CH:21]=[CH:20][C:16]([C:17]([O-:19])=[O:18])=[CH:15][CH:14]=3)=[CH:9][NH:8][C:6]=2[N:7]=1. The catalyst class is: 6.